From a dataset of Forward reaction prediction with 1.9M reactions from USPTO patents (1976-2016). Predict the product of the given reaction. (1) Given the reactants Cl.[C:2]([NH:5][C:6]1[CH:11]=[CH:10][C:9]([C:12]2[C:17]([C:18]#[N:19])=[C:16]([NH2:20])[N:15]=[C:14]([S:21][CH2:22][C:23]3[N:28]=[C:27]([CH2:29][CH2:30][C:31](O)=[O:32])[CH:26]=[CH:25][CH:24]=3)[N:13]=2)=[CH:8][CH:7]=1)(=[O:4])[CH3:3].[CH3:34][N:35]1[CH2:40][CH2:39][NH:38][CH2:37][CH2:36]1.CCN=C=NCCCN(C)C.C(N(C(C)C)CC)(C)C, predict the reaction product. The product is: [NH2:20][C:16]1[N:15]=[C:14]([S:21][CH2:22][C:23]2[CH:24]=[CH:25][CH:26]=[C:27]([CH2:29][CH2:30][C:31]([N:38]3[CH2:39][CH2:40][N:35]([CH3:34])[CH2:36][CH2:37]3)=[O:32])[N:28]=2)[N:13]=[C:12]([C:9]2[CH:10]=[CH:11][C:6]([NH:5][C:2](=[O:4])[CH3:3])=[CH:7][CH:8]=2)[C:17]=1[C:18]#[N:19]. (2) Given the reactants [CH3:1][O:2][C:3]1[CH:10]=[CH:9][C:6]([C:7]#[N:8])=[CH:5][N:4]=1.C([O-])(=O)C.[Na+].[Br:16]Br.O, predict the reaction product. The product is: [Br:16][C:10]1[C:3]([O:2][CH3:1])=[N:4][CH:5]=[C:6]([CH:9]=1)[C:7]#[N:8].